Dataset: Full USPTO retrosynthesis dataset with 1.9M reactions from patents (1976-2016). Task: Predict the reactants needed to synthesize the given product. (1) Given the product [Si:1]([O:18][CH2:19][C@@H:20]([NH:24][C:25](=[O:31])[O:26][C:27]([CH3:30])([CH3:29])[CH3:28])[CH2:21][CH:22]=[O:23])([C:14]([CH3:16])([CH3:17])[CH3:15])([C:8]1[CH:13]=[CH:12][CH:11]=[CH:10][CH:9]=1)[C:2]1[CH:3]=[CH:4][CH:5]=[CH:6][CH:7]=1, predict the reactants needed to synthesize it. The reactants are: [Si:1]([O:18][CH2:19][C@@H:20]([NH:24][C:25](=[O:31])[O:26][C:27]([CH3:30])([CH3:29])[CH3:28])[CH2:21][CH2:22][OH:23])([C:14]([CH3:17])([CH3:16])[CH3:15])([C:8]1[CH:13]=[CH:12][CH:11]=[CH:10][CH:9]=1)[C:2]1[CH:7]=[CH:6][CH:5]=[CH:4][CH:3]=1.N[C@H](C(O)=O)CC(O)=O.CCN(C(C)C)C(C)C.CS(C)=O. (2) Given the product [CH3:1][O:2][C:3]1[CH:9]=[CH:8][C:6]([NH:7][C:20]([NH:19][C:15]2[CH:16]=[CH:17][CH:18]=[C:13]([C:12]([F:11])([F:22])[F:23])[CH:14]=2)=[O:21])=[C:5]([CH3:10])[CH:4]=1, predict the reactants needed to synthesize it. The reactants are: [CH3:1][O:2][C:3]1[CH:9]=[CH:8][C:6]([NH2:7])=[C:5]([CH3:10])[CH:4]=1.[F:11][C:12]([F:23])([F:22])[C:13]1[CH:14]=[C:15]([N:19]=[C:20]=[O:21])[CH:16]=[CH:17][CH:18]=1. (3) Given the product [Cl:1][C:2]1[N:7]([CH2:21][C:22]2[CH:29]=[C:28]([F:30])[CH:27]=[CH:26][C:23]=2[C:24]#[N:25])[C:6](=[O:8])[N:5]([CH3:9])[C:4](=[O:10])[CH:3]=1, predict the reactants needed to synthesize it. The reactants are: [Cl:1][C:2]1[NH:7][C:6](=[O:8])[N:5]([CH3:9])[C:4](=[O:10])[CH:3]=1.C(N(CC)C(C)C)(C)C.Br[CH2:21][C:22]1[CH:29]=[C:28]([F:30])[CH:27]=[CH:26][C:23]=1[C:24]#[N:25].O. (4) Given the product [Cl:19][C:13]1[CH:14]=[C:15]([Cl:18])[CH:16]=[CH:17][C:12]=1[NH:11][C:9]1[N:8]([CH2:20][CH2:21][CH2:22][OH:23])[C:7]2[C:2]([N:1]([CH2:25][CH3:26])[CH2:29][CH3:30])=[CH:3][C:4]([F:24])=[CH:5][C:6]=2[N:10]=1, predict the reactants needed to synthesize it. The reactants are: [NH2:1][C:2]1[C:7]2[N:8]([CH2:20][CH2:21][CH2:22][OH:23])[C:9]([NH:11][C:12]3[CH:17]=[CH:16][C:15]([Cl:18])=[CH:14][C:13]=3[Cl:19])=[N:10][C:6]=2[CH:5]=[C:4]([F:24])[CH:3]=1.[C:25](O)(=O)[CH3:26].[CH:29](=O)[CH3:30].C(O[BH3-])(=O)C.[Na+]. (5) Given the product [C:18]([N:26]1[CH2:31][CH2:30][CH:29]([C:32]([NH:1][C@H:2]([C@H:7]([C:9]2[C:17]3[C:12](=[CH:13][CH:14]=[CH:15][CH:16]=3)[NH:11][CH:10]=2)[CH3:8])[C:3]([O:5][CH3:6])=[O:4])=[O:33])[CH2:28][CH2:27]1)(=[O:25])[C:19]1[CH:20]=[CH:21][CH:22]=[CH:23][CH:24]=1, predict the reactants needed to synthesize it. The reactants are: [NH2:1][C@H:2]([C@H:7]([C:9]1[C:17]2[C:12](=[CH:13][CH:14]=[CH:15][CH:16]=2)[NH:11][CH:10]=1)[CH3:8])[C:3]([O:5][CH3:6])=[O:4].[C:18]([N:26]1[CH2:31][CH2:30][CH:29]([C:32](O)=[O:33])[CH2:28][CH2:27]1)(=[O:25])[C:19]1[CH:24]=[CH:23][CH:22]=[CH:21][CH:20]=1.CCN=C=NCCCN(C)C.C1C=CC2N(O)N=NC=2C=1.C(=O)([O-])[O-].[Na+].[Na+].